Dataset: Full USPTO retrosynthesis dataset with 1.9M reactions from patents (1976-2016). Task: Predict the reactants needed to synthesize the given product. (1) Given the product [NH2:4][C:3]1[C:2]([C:1]#[N:5])=[C:21]([C:20]2[CH:27]=[CH:28][C:17]([O:16][CH2:15][CH2:14][OH:13])=[CH:18][CH:19]=2)[C:22]([C:25]#[N:26])=[C:23]([S:12][C:6]2[CH:11]=[CH:10][CH:9]=[CH:8][CH:7]=2)[N:24]=1, predict the reactants needed to synthesize it. The reactants are: [C:1](#[N:5])[CH2:2][C:3]#[N:4].[C:6]1([SH:12])[CH:11]=[CH:10][CH:9]=[CH:8][CH:7]=1.[OH:13][CH2:14][CH2:15][O:16][C:17]1[CH:28]=[CH:27][C:20]([CH:21]=[C:22]([C:25]#[N:26])[C:23]#[N:24])=[CH:19][CH:18]=1.C(N(CC)CC)C. (2) Given the product [CH2:24]([C:26]([C:29]1[CH:34]=[CH:33][C:32]([OH:35])=[C:31]([CH3:36])[CH:30]=1)([C:37]1[CH:42]=[CH:41][C:40]([B:9]2[O:10][C:11]([CH3:16])([CH3:17])[C:12]([CH3:14])([CH3:15])[O:13]2)=[C:39]([CH3:51])[CH:38]=1)[CH2:27][CH3:28])[CH3:25], predict the reactants needed to synthesize it. The reactants are: [CH3:16][C:11]1([CH3:17])[C:12]([CH3:15])([CH3:14])[O:13][B:9]([B:9]2[O:13][C:12]([CH3:15])([CH3:14])[C:11]([CH3:17])([CH3:16])[O:10]2)[O:10]1.C([O-])(=O)C.[K+].[CH2:24]([C:26]([C:37]1[CH:42]=[CH:41][C:40](OS(C(F)(F)F)(=O)=O)=[C:39]([CH3:51])[CH:38]=1)([C:29]1[CH:34]=[CH:33][C:32]([OH:35])=[C:31]([CH3:36])[CH:30]=1)[CH2:27][CH3:28])[CH3:25].C(OCC)(=O)C. (3) The reactants are: [CH3:1][C:2]([CH3:9])([CH2:7][OH:8])[C:3]([O:5][CH3:6])=[O:4].ClN1C(=O)N(Cl)C(=O)N(Cl)C1=O.CC1(C)N([O])C(C)(C)CCC1. Given the product [CH3:1][C:2]([CH3:9])([CH:7]=[O:8])[C:3]([O:5][CH3:6])=[O:4], predict the reactants needed to synthesize it. (4) Given the product [CH2:1]([O:3][C:4]([N:6]1[CH2:7][CH2:8][CH:9]([NH:12][S:13]([C:16]2[C:25]3[C:20](=[CH:21][CH:22]=[CH:23][CH:24]=3)[C:19]([CH2:40][NH:37][CH2:36][CH:29]3[CH2:34][CH2:33][CH2:32][CH2:31][CH2:30]3)=[CH:18][CH:17]=2)(=[O:14])=[O:15])[CH2:10][CH2:11]1)=[O:5])[CH3:2], predict the reactants needed to synthesize it. The reactants are: [CH2:1]([O:3][C:4]([N:6]1[CH2:11][CH2:10][CH:9]([NH:12][S:13]([C:16]2[C:25]3[C:20](=[CH:21][CH:22]=[CH:23][CH:24]=3)[C:19](C(=O)C)=[CH:18][CH:17]=2)(=[O:15])=[O:14])[CH2:8][CH2:7]1)=[O:5])[CH3:2].[CH:29]1(N)[CH2:34][CH2:33][CH2:32][CH2:31][CH2:30]1.[C:36]([BH3-])#[N:37].[Na+].[CH3:40]O. (5) Given the product [NH2:37][C:38]1[C:48]([F:49])=[CH:47][C:46]([C:15]2[CH:16]=[C:17]3[C:9]([C:4]4[CH:5]=[CH:6][CH:7]=[CH:8][C:3]=4[O:2][CH3:1])=[CH:10][N:11]([S:27]([C:30]4[CH:35]=[CH:34][C:33]([CH3:36])=[CH:32][CH:31]=4)(=[O:29])=[O:28])[C:12]3=[N:13][CH:14]=2)=[CH:45][C:39]=1[C:40]([N:42]([CH3:43])[CH3:44])=[O:41], predict the reactants needed to synthesize it. The reactants are: [CH3:1][O:2][C:3]1[CH:8]=[CH:7][CH:6]=[CH:5][C:4]=1[C:9]1[C:17]2[C:12](=[N:13][CH:14]=[C:15](B3OC(C)(C)C(C)(C)O3)[CH:16]=2)[N:11]([S:27]([C:30]2[CH:35]=[CH:34][C:33]([CH3:36])=[CH:32][CH:31]=2)(=[O:29])=[O:28])[CH:10]=1.[NH2:37][C:38]1[C:48]([F:49])=[CH:47][C:46](I)=[CH:45][C:39]=1[C:40]([N:42]([CH3:44])[CH3:43])=[O:41].C(=O)(O)[O-].[Na+]. (6) Given the product [C:16]([O:20][C:21]([NH:23][CH2:24][CH:25]1[CH2:26][CH2:27][N:28]([S:12]([C:10]2[C:11]3[C:2]([Cl:1])=[CH:3][N:4]=[CH:5][C:6]=3[CH:7]=[CH:8][CH:9]=2)(=[O:14])=[O:13])[CH2:29][CH2:30]1)=[O:22])([CH3:19])([CH3:17])[CH3:18], predict the reactants needed to synthesize it. The reactants are: [Cl:1][C:2]1[C:11]2[C:10]([S:12](Cl)(=[O:14])=[O:13])=[CH:9][CH:8]=[CH:7][C:6]=2[CH:5]=[N:4][CH:3]=1.[C:16]([O:20][C:21]([NH:23][CH2:24][CH:25]1[CH2:30][CH2:29][NH:28][CH2:27][CH2:26]1)=[O:22])([CH3:19])([CH3:18])[CH3:17].BrC1C2C(S(Cl)(=O)=O)=CC=CC=2C=NC=1.C(OC(N[C@H]1CCNC1)=O)(C)(C)C.